From a dataset of Forward reaction prediction with 1.9M reactions from USPTO patents (1976-2016). Predict the product of the given reaction. (1) Given the reactants C(OC(=O)[C@@H](OC)CC1C=CC(OCCCO)=CC=1)C.[CH2:21]([O:23][C:24](=[O:60])[C@@H:25]([O:58][CH3:59])[CH2:26][C:27]1[CH:32]=[CH:31][C:30]([O:33][CH2:34][CH2:35][CH2:36][O:37][C:38]2[CH:43]=[CH:42][C:41]([C:44]3[CH:49]=[CH:48][C:47]([O:50][Si:51]([C:54]([CH3:57])([CH3:56])[CH3:55])([CH3:53])[CH3:52])=[CH:46][CH:45]=3)=[CH:40][CH:39]=2)=[CH:29][CH:28]=1)[CH3:22].CC(OC(/N=N/C(OC(C)C)=O)=O)C, predict the reaction product. The product is: [CH2:21]([O:23][C:24](=[O:60])[CH:25]([O:58][CH3:59])[CH2:26][C:27]1[CH:28]=[CH:29][C:30]([O:33][CH2:34][CH2:35][CH2:36][O:37][C:38]2[CH:43]=[CH:42][C:41]([C:44]3[CH:45]=[CH:46][C:47]([O:50][Si:51]([C:54]([CH3:55])([CH3:56])[CH3:57])([CH3:53])[CH3:52])=[CH:48][CH:49]=3)=[CH:40][CH:39]=2)=[CH:31][CH:32]=1)[CH3:22]. (2) The product is: [CH3:13][CH:14]([CH3:16])[CH2:15][C:1]([C:3]1[C:12]2[C:7](=[CH:8][CH:9]=[CH:10][CH:11]=2)[CH:6]=[CH:5][CH:4]=1)=[O:22]. Given the reactants [C:1]([C:3]1[C:12]2[C:7](=[CH:8][CH:9]=[CH:10][CH:11]=2)[CH:6]=[CH:5][CH:4]=1)#N.[CH2:13]([Mg]Br)[CH:14]([CH3:16])[CH3:15].C1C[O:22]CC1, predict the reaction product. (3) Given the reactants [NH2:1][C:2]1[C:3]([F:24])=[CH:4][C:5]([F:23])=[C:6]([C:8]2[C:9](=[O:22])[N:10]([CH2:20][CH3:21])[C:11]3[C:16]([CH:17]=2)=[CH:15][N:14]=[C:13]([NH:18][CH3:19])[CH:12]=3)[CH:7]=1.C([O-])(O)=O.[Na+].Cl[C:31]([O:33][C:34]([CH3:36])=[CH2:35])=[O:32], predict the reaction product. The product is: [CH2:20]([N:10]1[C:11]2[C:16](=[CH:15][N:14]=[C:13]([NH:18][CH3:19])[CH:12]=2)[CH:17]=[C:8]([C:6]2[C:5]([F:23])=[CH:4][C:3]([F:24])=[C:2]([NH:1][C:31](=[O:32])[O:33][C:34]([CH3:36])=[CH2:35])[CH:7]=2)[C:9]1=[O:22])[CH3:21]. (4) Given the reactants C1(C[O:8][C@H:9]2[CH2:14][CH2:13][CH2:12][CH2:11][C@@H:10]2[NH:15][CH:16]2[CH2:21][CH2:20][N:19]([C:22]([O:24][C:25]([CH3:28])([CH3:27])[CH3:26])=[O:23])[CH2:18][CH2:17]2)C=CC=CC=1.C1CCCCC=1, predict the reaction product. The product is: [OH:8][C@H:9]1[CH2:14][CH2:13][CH2:12][CH2:11][C@@H:10]1[NH:15][CH:16]1[CH2:17][CH2:18][N:19]([C:22]([O:24][C:25]([CH3:28])([CH3:27])[CH3:26])=[O:23])[CH2:20][CH2:21]1. (5) Given the reactants [C:1]([CH2:3][C:4]([N:6]1[CH2:10][CH2:9][CH2:8][C@H:7]1[CH2:11][N:12]1[C:16]2[CH:17]=[CH:18][CH:19]=[CH:20][C:15]=2[N:14]=[C:13]1[NH:21][C:22]([C:24]1[S:25][C:26]([C:29]2[CH:30]=[N:31][NH:32][CH:33]=2)=[CH:27][CH:28]=1)=[O:23])=[O:5])#[N:2].[CH:34](=O)[CH:35]([CH3:37])[CH3:36].N1CCCCC1, predict the reaction product. The product is: [C:1]([C:3](=[CH:34][CH:35]([CH3:37])[CH3:36])[C:4]([N:6]1[CH2:10][CH2:9][CH2:8][C@H:7]1[CH2:11][N:12]1[C:16]2[CH:17]=[CH:18][CH:19]=[CH:20][C:15]=2[N:14]=[C:13]1[NH:21][C:22]([C:24]1[S:25][C:26]([C:29]2[CH:30]=[N:31][NH:32][CH:33]=2)=[CH:27][CH:28]=1)=[O:23])=[O:5])#[N:2].